From a dataset of Peptide-MHC class I binding affinity with 185,985 pairs from IEDB/IMGT. Regression. Given a peptide amino acid sequence and an MHC pseudo amino acid sequence, predict their binding affinity value. This is MHC class I binding data. (1) The peptide sequence is YVIKVSART. The MHC is Patr-B0101 with pseudo-sequence Patr-B0101. The binding affinity (normalized) is 0. (2) The peptide sequence is YTAVVPLVY. The MHC is HLA-B54:01 with pseudo-sequence HLA-B54:01. The binding affinity (normalized) is 0. (3) The peptide sequence is ITLYDFDYYI. The MHC is HLA-A02:01 with pseudo-sequence HLA-A02:01. The binding affinity (normalized) is 0.687. (4) The peptide sequence is YYPEDPVKL. The binding affinity (normalized) is 0.0847. The MHC is HLA-B48:01 with pseudo-sequence HLA-B48:01. (5) The peptide sequence is THYPTQNRF. The MHC is HLA-B44:02 with pseudo-sequence HLA-B44:02. The binding affinity (normalized) is 0.0847. (6) The peptide sequence is ETWVETWAF. The MHC is HLA-A26:02 with pseudo-sequence HLA-A26:02. The binding affinity (normalized) is 0.872.